From a dataset of Full USPTO retrosynthesis dataset with 1.9M reactions from patents (1976-2016). Predict the reactants needed to synthesize the given product. (1) Given the product [F:30][C:31]1[C:32]([N:42]2[CH2:43][CH2:44][N:45]([CH2:48][CH:49]([C:51]3[CH:52]=[CH:53][C:54]4[O:59][CH2:58][C:57](=[O:60])[N:56]([CH3:61])[C:55]=4[CH:62]=3)[OH:50])[CH2:46][CH2:47]2)=[C:33]2[C:38](=[CH:39][CH:40]=1)[N:37]=[C:36]([CH3:41])[CH:35]=[CH:34]2, predict the reactants needed to synthesize it. The reactants are: C1C(N=NC2C3C=CC(S([O-])(=O)=O)=CC=3C=CC=2O)=CC=C(S([O-])(=O)=O)C=1.[Na+].[Na+].[F:30][C:31]1[C:32]([N:42]2[CH2:47][CH2:46][N:45]([CH2:48][C:49]([C:51]3[CH:52]=[CH:53][C:54]4[O:59][CH2:58][C:57](=[O:60])[N:56]([CH3:61])[C:55]=4[CH:62]=3)=[O:50])[CH2:44][CH2:43]2)=[C:33]2[C:38](=[CH:39][CH:40]=1)[N:37]=[C:36]([CH3:41])[CH:35]=[CH:34]2. (2) Given the product [CH2:1]([N:5]([C:6]1[N:7]=[C:8]([CH3:23])[N:9]=[C:10]2[C:11]=1[N:12]=[C:13]([CH3:18])[N:22]2[C:48]1[C:42]([CH3:41])=[CH:43][C:38]([CH3:37])=[CH:39][C:35]=1[CH3:36])[CH2:24][CH3:25])[CH2:2][CH2:3][CH3:4], predict the reactants needed to synthesize it. The reactants are: [CH2:1]([N:5]([CH2:24][CH3:25])[C:6]1[C:11]([NH:12][C:13]2[C:18](C)=CC(C)=CC=2C)=[C:10]([NH2:22])[N:9]=[C:8]([CH3:23])[N:7]=1)[CH2:2][CH2:3][CH3:4].C(O[CH2:35][CH3:36])(OCC)(OCC)C.[CH3:37][C:38]1[CH:39]=C[C:41](S(O)(=O)=O)=[CH:42][CH:43]=1.[C:48]1(C)C=CC=CC=1. (3) Given the product [CH3:27][N:28]1[C:6]2[CH:5]=[CH:7][CH:10]=[N:3][C:2]=2[CH:24]=[N:26]1, predict the reactants needed to synthesize it. The reactants are: N[C:2]1[CH:6]=[C:5]([C:7]([CH3:10])(C)C)O[N:3]=1.ClC(Cl)(OC(=O)OC(Cl)(Cl)Cl)Cl.N[C:24]([NH2:26])=O.[CH3:27][NH:28]N. (4) Given the product [F:23][C:20]([F:21])([F:22])[C:12]1[CH:11]=[C:10]([NH:9][C:7](=[O:8])[C:6]2[CH:24]=[C:2]([NH:1][C:33]([NH:32][C:26]3[CH:31]=[CH:30][CH:29]=[CH:28][CH:27]=3)=[O:34])[CH:3]=[CH:4][C:5]=2[OH:25])[CH:15]=[C:14]([C:16]([F:17])([F:18])[F:19])[CH:13]=1, predict the reactants needed to synthesize it. The reactants are: [NH2:1][C:2]1[CH:3]=[CH:4][C:5]([OH:25])=[C:6]([CH:24]=1)[C:7]([NH:9][C:10]1[CH:15]=[C:14]([C:16]([F:19])([F:18])[F:17])[CH:13]=[C:12]([C:20]([F:23])([F:22])[F:21])[CH:11]=1)=[O:8].[C:26]1([N:32]=[C:33]=[O:34])[CH:31]=[CH:30][CH:29]=[CH:28][CH:27]=1. (5) Given the product [C:34]([O:28][C:27]([NH:1][C:2]1[CH:3]=[C:4]([CH:8]=[C:9]([NH:11][C:12]([O:14][C:15]([CH3:18])([CH3:17])[CH3:16])=[O:13])[CH:10]=1)[C:5]([OH:7])=[O:6])=[O:30])([CH3:39])([CH3:36])[CH3:33], predict the reactants needed to synthesize it. The reactants are: [NH2:1][C:2]1[CH:3]=[C:4]([CH:8]=[C:9]([NH2:11])[CH:10]=1)[C:5]([OH:7])=[O:6].[C:12](O[C:12]([O:14][C:15]([CH3:18])([CH3:17])[CH3:16])=[O:13])([O:14][C:15]([CH3:18])([CH3:17])[CH3:16])=[O:13].[C:27](=[O:30])(O)[O-:28].[Na+].C(O)(=O)[CH2:33][C:34]([CH2:39]C(O)=O)([C:36](O)=O)O. (6) The reactants are: [N+:1]([C:4]1[CH:9]=[CH:8][C:7]([OH:10])=[CH:6][CH:5]=1)([O-:3])=[O:2].Cl.Cl[CH2:13][CH2:14][N:15]1[CH2:20][CH2:19][O:18][CH2:17][CH2:16]1.C(=O)([O-])[O-].[K+].[K+]. Given the product [N+:1]([C:4]1[CH:9]=[CH:8][C:7]([O:10][CH2:13][CH2:14][N:15]2[CH2:20][CH2:19][O:18][CH2:17][CH2:16]2)=[CH:6][CH:5]=1)([O-:3])=[O:2], predict the reactants needed to synthesize it.